From a dataset of Full USPTO retrosynthesis dataset with 1.9M reactions from patents (1976-2016). Predict the reactants needed to synthesize the given product. (1) Given the product [F:35][CH:36]1[CH2:40][N:39]([C:21](=[O:23])[CH2:20][C:5]2[CH:6]=[CH:7][C:8]([NH:9][C:10]([NH:12][C:13]3[CH:18]=[CH:17][CH:16]=[CH:15][C:14]=3[CH3:19])=[O:11])=[C:3]([O:2][CH3:1])[CH:4]=2)[CH:38]([CH2:41][O:42][C:43]2[CH:53]=[CH:52][C:46]([C:47]([O:49][CH2:50][CH3:51])=[O:48])=[CH:45][C:44]=2[O:54][CH3:55])[CH2:37]1, predict the reactants needed to synthesize it. The reactants are: [CH3:1][O:2][C:3]1[CH:4]=[C:5]([CH2:20][C:21]([O:23]C2C(F)=C(F)C(F)=C(F)C=2F)=O)[CH:6]=[CH:7][C:8]=1[NH:9][C:10]([NH:12][C:13]1[CH:18]=[CH:17][CH:16]=[CH:15][C:14]=1[CH3:19])=[O:11].[F:35][CH:36]1[CH2:40][NH:39][CH:38]([CH2:41][O:42][C:43]2[CH:53]=[CH:52][C:46]([C:47]([O:49][CH2:50][CH3:51])=[O:48])=[CH:45][C:44]=2[O:54][CH3:55])[CH2:37]1.CCN(CC)CC. (2) Given the product [CH3:22][C:15]1([CH3:23])[CH2:16][CH2:17][C:18](=[O:19])[N:14]1[C:11]1[S:12][CH:13]=[C:9]([C:6]2[CH:7]=[CH:8][C:3]([C:1]#[N:2])=[CH:4][CH:5]=2)[N:10]=1, predict the reactants needed to synthesize it. The reactants are: [C:1]([C:3]1[CH:8]=[CH:7][C:6]([C:9]2[N:10]=[C:11]([NH:14][C:15]([CH3:23])([CH3:22])[CH2:16][CH2:17][C:18](OC)=[O:19])[S:12][CH:13]=2)=[CH:5][CH:4]=1)#[N:2].C[Si]([N-][Si](C)(C)C)(C)C.[Na+]. (3) Given the product [Cl:23][C:24]1[CH:25]=[C:26]([CH:30]=[CH:31][CH:32]=1)[C:27]([NH:11][C:7]12[CH2:10][C:3]([NH:12][C:20]([C:18]3[CH:17]=[CH:16][CH:15]=[C:14]([CH3:13])[N:19]=3)=[O:22])([CH2:9][CH2:8]1)[CH2:4][CH2:5][CH2:6]2)=[O:28].[C:3]12([NH:12][C:20](=[O:22])[C:18]3[CH:17]=[CH:16][CH:15]=[C:14]([CH3:13])[N:19]=3)[CH2:10][C:7]([NH:11][C:27](=[O:29])[C:26]3[CH:30]=[CH:31][CH:32]=[C:24]([CH3:25])[N:35]=3)([CH2:8][CH2:9]1)[CH2:6][CH2:5][CH2:4]2, predict the reactants needed to synthesize it. The reactants are: Cl.Cl.[C:3]12([NH2:12])[CH2:10][C:7]([NH2:11])([CH2:8][CH2:9]1)[CH2:6][CH2:5][CH2:4]2.[CH3:13][C:14]1[N:19]=[C:18]([C:20]([OH:22])=O)[CH:17]=[CH:16][CH:15]=1.[Cl:23][C:24]1[CH:25]=[C:26]([CH:30]=[CH:31][CH:32]=1)[C:27]([OH:29])=[O:28].C([N:35](CC)CC)C.CCN=C=NCCCN(C)C.Cl. (4) Given the product [F:1][C:2]1[CH:3]=[CH:4][C:5](/[CH:8]=[CH:9]/[C:10]2[CH:15]=[CH:14][C:13]([S:16]([C:19]3[CH:24]=[CH:23][CH:22]=[CH:21][C:20]=3[C:25](=[O:27])[CH3:26])(=[O:18])=[O:17])=[CH:12][CH:11]=2)=[CH:6][CH:7]=1, predict the reactants needed to synthesize it. The reactants are: [F:1][C:2]1[CH:7]=[CH:6][C:5](/[CH:8]=[CH:9]/[C:10]2[CH:15]=[CH:14][C:13]([S:16]([C:19]3[CH:24]=[CH:23][CH:22]=[CH:21][C:20]=3[C@@H:25]([OH:27])[CH3:26])(=[O:18])=[O:17])=[CH:12][CH:11]=2)=[CH:4][CH:3]=1.C[N+]1([O-])CCOCC1.